From a dataset of Forward reaction prediction with 1.9M reactions from USPTO patents (1976-2016). Predict the product of the given reaction. (1) Given the reactants [CH3:1][O:2][C:3](=[O:11])[C:4]1[CH:9]=[C:8]([OH:10])[CH:7]=[N:6][CH:5]=1.[C:12]1(B(O)O)[CH:17]=[CH:16][CH:15]=[CH:14][CH:13]=1.C(Cl)Cl.CCN(CC)CC, predict the reaction product. The product is: [CH3:1][O:2][C:3](=[O:11])[C:4]1[CH:9]=[C:8]([O:10][C:12]2[CH:17]=[CH:16][CH:15]=[CH:14][CH:13]=2)[CH:7]=[N:6][CH:5]=1. (2) The product is: [NH2:9][C:10]1[CH:27]=[CH:26][C:13]([O:14][C:15]2[CH:20]=[CH:19][N:18]=[C:17]([NH:21][CH2:22][CH2:23][CH2:24][O:25][Si:1]([CH3:2])([CH3:3])[CH3:4])[N:16]=2)=[CH:12][CH:11]=1. Given the reactants [Si:1](Cl)([C:4](C)(C)C)([CH3:3])[CH3:2].[NH2:9][C:10]1[CH:27]=[CH:26][C:13]([O:14][C:15]2[CH:20]=[CH:19][N:18]=[C:17]([NH:21][CH2:22][CH2:23][CH2:24][OH:25])[N:16]=2)=[CH:12][CH:11]=1.C(N(CC)CC)C, predict the reaction product.